Dataset: TCR-epitope binding with 47,182 pairs between 192 epitopes and 23,139 TCRs. Task: Binary Classification. Given a T-cell receptor sequence (or CDR3 region) and an epitope sequence, predict whether binding occurs between them. (1) Result: 1 (the TCR binds to the epitope). The epitope is MLNIPSINV. The TCR CDR3 sequence is CASSTRDRGSEQFF. (2) The epitope is LEPLVDLPI. The TCR CDR3 sequence is CAIREVFSGVNTGELFF. Result: 1 (the TCR binds to the epitope). (3) The epitope is KLSALGINAV. The TCR CDR3 sequence is CASSPTNLNEQFF. Result: 0 (the TCR does not bind to the epitope). (4) The epitope is SEVGPEHSLAEY. The TCR CDR3 sequence is CASSWITGTGGADTQYF. Result: 1 (the TCR binds to the epitope). (5) The epitope is ALSKGVHFV. The TCR CDR3 sequence is CATSIPLAGDQETQYF. Result: 0 (the TCR does not bind to the epitope).